The task is: Predict the reaction yield, written as a fraction of the theoretical maximum amount of product (1.0 means a 100% yield; for example, 0.34 means a 34% yield).. This data is from Reaction yield outcomes from USPTO patents with 853,638 reactions. The reactants are Br[C:2]1[CH:23]=[CH:22][C:5]([C:6]([NH:8][S:9]([C:12]2[CH:17]=[CH:16][CH:15]=[CH:14][C:13]=2[S:18](=[O:21])(=[O:20])[NH2:19])(=[O:11])=[O:10])=[O:7])=[CH:4][CH:3]=1.[CH3:24][C:25]([OH:29])([C:27]#[CH:28])[CH3:26].C(N(CC)CC)C. The catalyst is C1COCC1.[Cu]I.C1C=CC([P]([Pd]([P](C2C=CC=CC=2)(C2C=CC=CC=2)C2C=CC=CC=2)([P](C2C=CC=CC=2)(C2C=CC=CC=2)C2C=CC=CC=2)[P](C2C=CC=CC=2)(C2C=CC=CC=2)C2C=CC=CC=2)(C2C=CC=CC=2)C2C=CC=CC=2)=CC=1. The product is [OH:29][C:25]([CH3:26])([CH3:24])[C:27]#[C:28][C:2]1[CH:23]=[CH:22][C:5]([C:6]([NH:8][S:9]([C:12]2[CH:17]=[CH:16][CH:15]=[CH:14][C:13]=2[S:18](=[O:21])(=[O:20])[NH2:19])(=[O:11])=[O:10])=[O:7])=[CH:4][CH:3]=1. The yield is 0.200.